This data is from Full USPTO retrosynthesis dataset with 1.9M reactions from patents (1976-2016). The task is: Predict the reactants needed to synthesize the given product. (1) Given the product [F:1][C:2]1[CH:7]=[C:6]([O:8][CH:38]2[CH2:41][O:40][CH2:39]2)[CH:5]=[C:4]([F:9])[C:3]=1[C:10]1[N:15]=[C:14]([C:16]([O:18][CH3:19])=[O:17])[CH:13]=[CH:12][C:11]=1[F:20], predict the reactants needed to synthesize it. The reactants are: [F:1][C:2]1[CH:7]=[C:6]([OH:8])[CH:5]=[C:4]([F:9])[C:3]=1[C:10]1[N:15]=[C:14]([C:16]([O:18][CH3:19])=[O:17])[CH:13]=[CH:12][C:11]=1[F:20].C(=O)([O-])[O-].[K+].[K+].CC1C=CC(S(O[CH:38]2[CH2:41][O:40][CH2:39]2)(=O)=O)=CC=1. (2) Given the product [ClH:43].[NH2:7][C@H:8]([CH2:32][C:33]1[CH:38]=[C:37]([F:39])[C:36]([F:40])=[CH:35][C:34]=1[F:41])[CH2:9][C:10]([N:12]1[CH2:17][CH2:16][N:15]2[C:18]([C:28]([F:31])([F:29])[F:30])=[N:19][C:20]([C:21]([CH:23]3[CH2:27][CH2:26][CH2:25][CH2:24]3)=[O:22])=[C:14]2[CH2:13]1)=[O:11], predict the reactants needed to synthesize it. The reactants are: C(OC(=O)[NH:7][C@H:8]([CH2:32][C:33]1[CH:38]=[C:37]([F:39])[C:36]([F:40])=[CH:35][C:34]=1[F:41])[CH2:9][C:10]([N:12]1[CH2:17][CH2:16][N:15]2[C:18]([C:28]([F:31])([F:30])[F:29])=[N:19][C:20]([C:21]([CH:23]3[CH2:27][CH2:26][CH2:25][CH2:24]3)=[O:22])=[C:14]2[CH2:13]1)=[O:11])(C)(C)C.[ClH:43]. (3) Given the product [OH:19][CH:5]1[CH:4]([NH:1][C:34](=[O:35])[O:33][C:30]([CH3:32])([CH3:31])[CH3:29])[CH:9]=[C:8]([C:10]2[CH:15]=[CH:14][N:13]=[CH:12][C:11]=2[N+:16]([O-:18])=[O:17])[CH2:7][CH2:6]1, predict the reactants needed to synthesize it. The reactants are: [N:1]([CH:4]1[CH:9]=[C:8]([C:10]2[CH:15]=[CH:14][N:13]=[CH:12][C:11]=2[N+:16]([O-:18])=[O:17])[CH2:7][CH2:6][CH:5]1[OH:19])=[N+]=[N-].CP(C)C.C(=O)(O)[O-].[Na+].[CH3:29][C:30]([O:33][C:34](O[C:34]([O:33][C:30]([CH3:32])([CH3:31])[CH3:29])=[O:35])=[O:35])([CH3:32])[CH3:31].